This data is from Full USPTO retrosynthesis dataset with 1.9M reactions from patents (1976-2016). The task is: Predict the reactants needed to synthesize the given product. (1) Given the product [CH:37]([C:3]1[CH:4]=[C:5]2[C:9](=[CH:10][C:2]=1[NH:1][C:47](=[O:48])[CH2:46][CH:45]([C:39]1[CH:44]=[CH:43][CH:42]=[CH:41][CH:40]=1)[CH3:50])[N:8]([C:11]([C:18]1[CH:19]=[CH:20][CH:21]=[CH:22][CH:23]=1)([C:24]1[CH:29]=[CH:28][CH:27]=[CH:26][CH:25]=1)[C:12]1[CH:13]=[CH:14][CH:15]=[CH:16][CH:17]=1)[N:7]=[C:6]2[C:30]1[CH:35]=[CH:34][N:33]=[C:32]([CH3:36])[CH:31]=1)=[O:38], predict the reactants needed to synthesize it. The reactants are: [NH2:1][C:2]1[CH:10]=[C:9]2[C:5]([C:6]([C:30]3[CH:35]=[CH:34][N:33]=[C:32]([CH3:36])[CH:31]=3)=[N:7][N:8]2[C:11]([C:24]2[CH:29]=[CH:28][CH:27]=[CH:26][CH:25]=2)([C:18]2[CH:23]=[CH:22][CH:21]=[CH:20][CH:19]=2)[C:12]2[CH:17]=[CH:16][CH:15]=[CH:14][CH:13]=2)=[CH:4][C:3]=1[CH:37]=[O:38].[C:39]1([CH:45]([CH3:50])[CH2:46][C:47](Cl)=[O:48])[CH:44]=[CH:43][CH:42]=[CH:41][CH:40]=1. (2) Given the product [Cl:33][C:30]1[CH:31]=[CH:32][C:27]([C:18]2[N:17]([CH2:34][CH3:35])[C:16]([C:1]([C:9]3[CH:14]=[CH:13][CH:12]=[CH:11][CH:10]=3)([C:2]3[CH:7]=[CH:6][CH:5]=[CH:4][CH:3]=3)[OH:8])=[N:20][C:19]=2[C:21]2[CH:22]=[CH:23][N:24]=[CH:25][CH:26]=2)=[CH:28][CH:29]=1, predict the reactants needed to synthesize it. The reactants are: [C:1]([C:9]1[CH:14]=[CH:13][CH:12]=[CH:11][CH:10]=1)(=[O:8])[C:2]1[CH:7]=[CH:6][CH:5]=[CH:4][CH:3]=1.Br[C:16]1[N:17]([CH2:34][CH3:35])[C:18]([C:27]2[CH:32]=[CH:31][C:30]([Cl:33])=[CH:29][CH:28]=2)=[C:19]([C:21]2[CH:26]=[CH:25][N:24]=[CH:23][CH:22]=2)[N:20]=1. (3) Given the product [C:31]([O:30][C:28](=[O:29])[NH:27][C:14]1([C:17]2[CH:22]=[CH:21][CH:20]=[C:19]([C:23]([CH3:26])([CH3:25])[CH3:24])[CH:18]=2)[CH2:15][CH2:16][NH:11][CH2:12][CH2:13]1)([CH3:34])([CH3:33])[CH3:32], predict the reactants needed to synthesize it. The reactants are: C(OC([N:11]1[CH2:16][CH2:15][C:14]([NH:27][C:28]([O:30][C:31]([CH3:34])([CH3:33])[CH3:32])=[O:29])([C:17]2[CH:22]=[CH:21][CH:20]=[C:19]([C:23]([CH3:26])([CH3:25])[CH3:24])[CH:18]=2)[CH2:13][CH2:12]1)=O)C1C=CC=CC=1.[H][H]. (4) Given the product [F:1][C:2]1[CH:7]=[C:6]([F:8])[CH:5]=[CH:4][C:3]=1[S:9]([NH:12][C:13]1[C:14]([O:29][CH3:30])=[N:15][CH:16]=[C:17]([C:19]2[CH:20]=[CH:21][C:22]3[N:23]([C:25]([C:32]#[C:31][CH3:33])=[CH:26][N:27]=3)[CH:24]=2)[CH:18]=1)(=[O:11])=[O:10], predict the reactants needed to synthesize it. The reactants are: [F:1][C:2]1[CH:7]=[C:6]([F:8])[CH:5]=[CH:4][C:3]=1[S:9]([NH:12][C:13]1[C:14]([O:29][CH3:30])=[N:15][CH:16]=[C:17]([C:19]2[CH:20]=[CH:21][C:22]3[N:23]([C:25](I)=[CH:26][N:27]=3)[CH:24]=2)[CH:18]=1)(=[O:11])=[O:10].[CH:31](N(C(C)C)CC)([CH3:33])[CH3:32].C#CC. (5) Given the product [C:15]([O:19][C:20]([N:22]1[CH2:31][CH2:30][C:29]2[C:24](=[CH:25][CH:26]=[CH:27][C:28]=2[NH:32][C:6]2[N:7]=[C:2]([Cl:1])[CH:3]=[C:4]([N:9]3[CH2:14][CH2:13][O:12][CH2:11][CH2:10]3)[N:5]=2)[CH2:23]1)=[O:21])([CH3:18])([CH3:16])[CH3:17], predict the reactants needed to synthesize it. The reactants are: [Cl:1][C:2]1[N:7]=[C:6](I)[N:5]=[C:4]([N:9]2[CH2:14][CH2:13][O:12][CH2:11][CH2:10]2)[CH:3]=1.[C:15]([O:19][C:20]([N:22]1[CH2:31][CH2:30][C:29]2[C:24](=[CH:25][CH:26]=[CH:27][C:28]=2[NH2:32])[CH2:23]1)=[O:21])([CH3:18])([CH3:17])[CH3:16].CC1(C)C2C(=C(P(C3C=CC=CC=3)C3C=CC=CC=3)C=CC=2)OC2C(P(C3C=CC=CC=3)C3C=CC=CC=3)=CC=CC1=2. (6) Given the product [Cl:1][C:2]1[CH:3]=[CH:4][C:5]([O:10][CH:11]2[CH2:16][CH2:15][CH2:14][CH2:13][CH2:12]2)=[C:6]([CH:7]=[N:22][C:27]([O:29][Si:32]([CH3:35])([CH3:34])[CH3:33])=[CH2:28])[CH:9]=1, predict the reactants needed to synthesize it. The reactants are: [Cl:1][C:2]1[CH:3]=[CH:4][C:5]([O:10][CH:11]2[CH2:16][CH2:15][CH2:14][CH2:13][CH2:12]2)=[C:6]([CH:9]=1)[CH:7]=O.[Li+].C[Si]([N-:22][Si](C)(C)C)(C)C.[C:27](Cl)(=[O:29])[CH3:28].Cl[Si:32]([CH3:35])([CH3:34])[CH3:33]. (7) Given the product [C:8]([NH:12][C:13]([C:15]1[N:19]=[C:18]([C:20]2[CH:25]=[CH:24][C:23]([NH2:26])=[CH:22][N:21]=2)[N:17]([C:34]2[CH:35]=[N:36][C:37]([O:40][CH3:41])=[CH:38][CH:39]=2)[N:16]=1)=[O:14])([CH3:11])([CH3:10])[CH3:9], predict the reactants needed to synthesize it. The reactants are: Cl.O1CCOCC1.[C:8]([NH:12][C:13]([C:15]1[N:19]=[C:18]([C:20]2[CH:25]=[CH:24][C:23]([NH:26]C(OC(C)(C)C)=O)=[CH:22][N:21]=2)[N:17]([C:34]2[CH:35]=[N:36][C:37]([O:40][CH3:41])=[CH:38][CH:39]=2)[N:16]=1)=[O:14])([CH3:11])([CH3:10])[CH3:9].C(=O)([O-])O.[Na+]. (8) Given the product [CH3:10][O:9][C:6]1[N:5]2[N:11]=[C:12]([C:14]([F:20])([F:19])[C:15]([F:16])([F:17])[F:18])[CH:13]=[C:4]2[C:3]([CH:2]=[O:1])=[CH:8][CH:7]=1, predict the reactants needed to synthesize it. The reactants are: [OH:1][CH2:2][C:3]1[C:4]2[N:5]([N:11]=[C:12]([C:14]([F:20])([F:19])[C:15]([F:18])([F:17])[F:16])[CH:13]=2)[C:6]([O:9][CH3:10])=[CH:7][CH:8]=1.